Dataset: Peptide-MHC class II binding affinity with 134,281 pairs from IEDB. Task: Regression. Given a peptide amino acid sequence and an MHC pseudo amino acid sequence, predict their binding affinity value. This is MHC class II binding data. (1) The peptide sequence is AFILDGDNLFPWV. The MHC is DRB3_0101 with pseudo-sequence DRB3_0101. The binding affinity (normalized) is 0.944. (2) The peptide sequence is GMLQIVDKIDAAFKI. The MHC is DRB1_0401 with pseudo-sequence DRB1_0401. The binding affinity (normalized) is 0.702. (3) The peptide sequence is AFKVAATAANAAPAC. The MHC is HLA-DPA10103-DPB10301 with pseudo-sequence HLA-DPA10103-DPB10301. The binding affinity (normalized) is 0.722. (4) The peptide sequence is GVAQGGVFHTMWHVT. The MHC is HLA-DQA10501-DQB10402 with pseudo-sequence HLA-DQA10501-DQB10402. The binding affinity (normalized) is 0.499. (5) The peptide sequence is TKEDLFGKKNLIPSS. The MHC is DRB1_1101 with pseudo-sequence DRB1_1101. The binding affinity (normalized) is 0.186. (6) The peptide sequence is DYHWLRTVRTTKESL. The MHC is DRB3_0101 with pseudo-sequence DRB3_0101. The binding affinity (normalized) is 0. (7) The peptide sequence is INEPTAAAIAYGLDW. The MHC is HLA-DQA10102-DQB10602 with pseudo-sequence HLA-DQA10102-DQB10602. The binding affinity (normalized) is 0.875. (8) The MHC is DRB1_1501 with pseudo-sequence DRB1_1501. The peptide sequence is KSRFFIWSQEVPLLT. The binding affinity (normalized) is 0.403.